Dataset: Drug-induced liver injury (DILI) classification data. Task: Regression/Classification. Given a drug SMILES string, predict its toxicity properties. Task type varies by dataset: regression for continuous values (e.g., LD50, hERG inhibition percentage) or binary classification for toxic/non-toxic outcomes (e.g., AMES mutagenicity, cardiotoxicity, hepatotoxicity). Dataset: dili. (1) The compound is CCC1(c2ccc(N)cc2)CCC(=O)NC1=O. The result is 0 (no liver injury). (2) The compound is CC(C(=O)O)c1ccc(N2CC=CC2)c(Cl)c1. The result is 1 (causes liver injury). (3) The compound is CN(C)NN=C1N=CN=C1C(N)=O. The result is 1 (causes liver injury). (4) The drug is CC(CCc1ccc(O)cc1)NCCc1ccc(O)c(O)c1. The result is 0 (no liver injury). (5) The compound is NC(Cc1cc(I)c(Oc2ccc(O)c(I)c2)c(I)c1)C(=O)O. The result is 0 (no liver injury).